From a dataset of Forward reaction prediction with 1.9M reactions from USPTO patents (1976-2016). Predict the product of the given reaction. (1) Given the reactants C(C(=CC(C)C)C(N1CCCC1CN1C2C=CC(CN([C@H](C(C)(C)C)C)C(=O)OCC3C=CC=CC=3)=CC=2N=C1[NH:39][C:40](=[O:50])[C:41]1[CH:46]=[CH:45][C:44]([CH:47]([F:49])[F:48])=[CH:43][CH:42]=1)=O)#N.Br.C(Cl)Cl.CO.C([O-])(O)=O.[Na+], predict the reaction product. The product is: [F:48][CH:47]([F:49])[C:44]1[CH:43]=[CH:42][C:41]([C:40]([NH2:39])=[O:50])=[CH:46][CH:45]=1. (2) Given the reactants [S:1]1[CH:5]=[CH:4][CH:3]=[C:2]1[CH2:6][NH2:7].CN(C(ON1N=NC2C=CC=NC1=2)=[N+](C)C)C.F[P-](F)(F)(F)(F)F.CCN(CC)CC.[CH2:39]([S:41][C:42]1[C:51]([C:52](O)=[O:53])=[C:50]([CH3:55])[C:49]2[C:44](=[CH:45][C:46]([C:56]([F:59])([F:58])[F:57])=[CH:47][CH:48]=2)[N:43]=1)[CH3:40], predict the reaction product. The product is: [CH2:39]([S:41][C:42]1[C:51]([C:52]([NH:7][CH2:6][C:2]2[S:1][CH:5]=[CH:4][CH:3]=2)=[O:53])=[C:50]([CH3:55])[C:49]2[C:44](=[CH:45][C:46]([C:56]([F:59])([F:57])[F:58])=[CH:47][CH:48]=2)[N:43]=1)[CH3:40]. (3) Given the reactants [Br:1][C:2]1[CH:10]=[CH:9][CH:8]=[C:4](C(O)=O)[C:3]=1[C:11]([OH:13])=[O:12].I[CH3:15].[C:16](=[O:19])(O)[O-].[Na+].CN([CH:24]=[O:25])C, predict the reaction product. The product is: [CH3:16][O:19][C:24](=[O:25])[C:4]1[C:3](=[C:2]([Br:1])[CH:10]=[CH:9][CH:8]=1)[C:11]([O:13][CH3:15])=[O:12]. (4) Given the reactants [Br:1][C:2]1[C:3]([S:12][C:13]2[N:14]([CH2:23][CH2:24][CH:25]3[CH2:30][CH2:29][NH:28][CH2:27][CH2:26]3)[C:15]3[C:20]([N:21]=2)=[C:19]([NH2:22])[N:18]=[CH:17][N:16]=3)=[CH:4][C:5]2[O:10][CH2:9][CH2:8][O:7][C:6]=2[CH:11]=1.CCN(CC)CC.O=C1CCC(=O)N1[O:45][C:46](=O)[C@@H:47]([NH:52]C(OC(C)(C)C)=O)[CH2:48][C:49]([NH2:51])=[O:50], predict the reaction product. The product is: [NH2:52][C@H:47]([C:46]([N:28]1[CH2:27][CH2:26][CH:25]([CH2:24][CH2:23][N:14]2[C:13]([S:12][C:3]3[C:2]([Br:1])=[CH:11][C:6]4[O:7][CH2:8][CH2:9][O:10][C:5]=4[CH:4]=3)=[N:21][C:20]3[C:15]2=[N:16][CH:17]=[N:18][C:19]=3[NH2:22])[CH2:30][CH2:29]1)=[O:45])[CH2:48][C:49]([NH2:51])=[O:50]. (5) Given the reactants [OH:1][C:2]1[CH:7]=[CH:6][C:5]([C:8]2[CH:13]=[CH:12][C:11]([C:14]([OH:16])=[O:15])=[CH:10][CH:9]=2)=[CH:4][CH:3]=1.[C:17](OC(=O)C)(=[O:19])[CH3:18], predict the reaction product. The product is: [C:17]([O:1][C:2]1[CH:3]=[CH:4][C:5]([C:8]2[CH:13]=[CH:12][C:11]([C:14]([OH:16])=[O:15])=[CH:10][CH:9]=2)=[CH:6][CH:7]=1)(=[O:19])[CH3:18].